From a dataset of Retrosynthesis with 50K atom-mapped reactions and 10 reaction types from USPTO. Predict the reactants needed to synthesize the given product. (1) Given the product CC1(C)OB(c2ccc(NS(=O)(=O)c3cc(Cl)ccc3F)cc2)OC1(C)C, predict the reactants needed to synthesize it. The reactants are: CC1(C)OB(c2ccc(N)cc2)OC1(C)C.O=S(=O)(Cl)c1cc(Cl)ccc1F. (2) Given the product CCOC(=O)C1(c2ccc(-c3ccc(-c4onc(C)c4Cc4nnc(Cc5ccccc5)o4)cc3)cc2)CC1, predict the reactants needed to synthesize it. The reactants are: CCOC(=O)C1(c2ccc(B3OC(C)(C)C(C)(C)O3)cc2)CC1.Cc1noc(-c2ccc(Br)cc2)c1Cc1nnc(Cc2ccccc2)o1. (3) Given the product c1ccc2c(c1)NCCc1cccn1-2, predict the reactants needed to synthesize it. The reactants are: O=C1Cc2cccn2-c2ccccc2N1. (4) Given the product CCc1nn(C2CCCC2)c2cc(C(=O)Nc3cccc4ncccc34)ccc12, predict the reactants needed to synthesize it. The reactants are: CCc1nn(C2CCCC2)c2cc(C(=O)Cl)ccc12.Nc1cccc2ncccc12. (5) Given the product Fc1ccccc1N1CCN(Cc2cn3cc(Cl)ccc3n2)CC1, predict the reactants needed to synthesize it. The reactants are: ClCc1cn2cc(Cl)ccc2n1.Fc1ccccc1N1CCNCC1.